Dataset: Full USPTO retrosynthesis dataset with 1.9M reactions from patents (1976-2016). Task: Predict the reactants needed to synthesize the given product. (1) Given the product [C:10]([CH:7]1[CH:8]=[CH:9][C:4]2[C:5](=[C:14]3[C:19](=[CH:1][N:3]=2)[CH:18]=[CH:17][C:16]([C:20]([CH3:21])([CH3:22])[CH3:23])=[CH:15]3)[C:6]1=[O:28])([CH3:12])([CH3:11])[CH3:13], predict the reactants needed to synthesize it. The reactants are: [CH:1]([NH:3][C:4]1[CH:9]=[CH:8][C:7]([C:10]([CH3:13])([CH3:12])[CH3:11])=[CH:6][C:5]=1[C:14]1[CH:19]=[CH:18][CH:17]=[C:16]([C:20]([CH3:23])([CH3:22])[CH3:21])[CH:15]=1)=O.C([O:28]OC(C)(C)C)(C)(C)C. (2) The reactants are: [CH3:1][O:2][C:3]1[CH:18]=[CH:17][C:6]([CH2:7][NH:8][C:9]2[CH:14]=[CH:13][N:12]=[CH:11][C:10]=2[C:15]#[N:16])=[CH:5][CH:4]=1.Br[CH2:20][C:21]([O:23][CH3:24])=[O:22].[H-].[Na+]. Given the product [CH3:24][O:23][C:21]([C:20]1[N:8]([CH2:7][C:6]2[CH:5]=[CH:4][C:3]([O:2][CH3:1])=[CH:18][CH:17]=2)[C:9]2[CH:14]=[CH:13][N:12]=[CH:11][C:10]=2[C:15]=1[NH2:16])=[O:22], predict the reactants needed to synthesize it. (3) The reactants are: Br[C:2]1[N:3]=[C:4]([C:9]2[N:10]([CH2:18][CH3:19])[C:11]3[CH:16]=[CH:15][N:14]=[CH:13][C:12]=3[N:17]=2)[C:5]([NH2:8])=[N:6][CH:7]=1.[C:20]([CH2:23][CH2:24][C:25]1[CH:30]=[CH:29][C:28](B(O)O)=[CH:27][CH:26]=1)([OH:22])=[O:21].C([O-])([O-])=O.[K+].[K+]. Given the product [NH2:8][C:5]1[N:6]=[CH:7][C:2]([C:28]2[CH:29]=[CH:30][C:25]([CH2:24][CH2:23][C:20]([OH:22])=[O:21])=[CH:26][CH:27]=2)=[N:3][C:4]=1[C:9]1[N:10]([CH2:18][CH3:19])[C:11]2[CH:16]=[CH:15][N:14]=[CH:13][C:12]=2[N:17]=1, predict the reactants needed to synthesize it. (4) Given the product [Br:18][C:4]1[C:5]2[C:6]3[CH:16]=[C:15]([CH3:17])[S:14][C:7]=3[C:8](=[O:13])[NH:9][C:10]=2[CH:11]=[CH:12][C:3]=1[O:2][CH3:1], predict the reactants needed to synthesize it. The reactants are: [CH3:1][O:2][C:3]1[CH:12]=[CH:11][C:10]2[NH:9][C:8](=[O:13])[C:7]3[S:14][C:15]([CH3:17])=[CH:16][C:6]=3[C:5]=2[CH:4]=1.[Br:18]N1C(=O)CCC1=O. (5) Given the product [CH2:23]([C:8]1[CH:9]=[C:10]([S:13][CH2:14][CH2:15][C@@H:16]([O:18][C:33]2[CH:34]=[CH:35][C:36]([C:38]([F:39])([F:40])[F:41])=[CH:37][C:32]=2[C:27]2[N:26]=[CH:31][CH:30]=[CH:29][N:28]=2)[CH3:17])[CH:11]=[CH:12][C:7]=1[CH2:6][CH2:5][C:4]([OH:3])=[O:25])[CH3:24], predict the reactants needed to synthesize it. The reactants are: C([O:3][C:4](=[O:25])[CH2:5][CH2:6][C:7]1[CH:12]=[CH:11][C:10]([S:13][CH2:14][CH2:15][C@H:16]([O:18]S(C)(=O)=O)[CH3:17])=[CH:9][C:8]=1[CH2:23][CH3:24])C.[N:26]1[CH:31]=[CH:30][CH:29]=[N:28][C:27]=1[C:32]1[CH:37]=[C:36]([C:38]([F:41])([F:40])[F:39])[CH:35]=[CH:34][C:33]=1O. (6) Given the product [F:35][C:32]1[CH:31]=[CH:30][C:29]([C:28]2[S:27][C:26]([CH3:36])=[N:25][C:24]=2[C:22]([N:17]2[CH2:18][CH2:19][CH2:20][CH2:21][CH:16]2[CH2:15][C:12]2[NH:11][C:10]3[CH:9]=[CH:8][CH:7]=[C:6]([CH:3]([OH:5])[CH3:4])[C:14]=3[N:13]=2)=[O:23])=[CH:34][CH:33]=1, predict the reactants needed to synthesize it. The reactants are: [BH4-].[Na+].[C:3]([C:6]1[C:14]2[N:13]=[C:12]([CH2:15][CH:16]3[CH2:21][CH2:20][CH2:19][CH2:18][N:17]3[C:22]([C:24]3[N:25]=[C:26]([CH3:36])[S:27][C:28]=3[C:29]3[CH:34]=[CH:33][C:32]([F:35])=[CH:31][CH:30]=3)=[O:23])[NH:11][C:10]=2[CH:9]=[CH:8][CH:7]=1)(=[O:5])[CH3:4].O. (7) Given the product [C@H:23]1([NH:32][C:33]2[CH:42]=[CH:41][C:40]3[C:35](=[CH:36][CH:37]=[C:38]([NH:43][C:1]([NH:22][CH2:21][CH2:20][O:19][CH:14]4[CH2:15][CH2:16][CH2:17][CH2:18][O:13]4)=[O:12])[CH:39]=3)[N:34]=2)[C:31]2[C:26](=[CH:27][CH:28]=[CH:29][CH:30]=2)[CH2:25][CH2:24]1, predict the reactants needed to synthesize it. The reactants are: [C:1](=[O:12])(OC(Cl)(Cl)Cl)OC(Cl)(Cl)Cl.[O:13]1[CH2:18][CH2:17][CH2:16][CH2:15][CH:14]1[O:19][CH2:20][CH2:21][NH2:22].[C@H:23]1([NH:32][C:33]2[CH:42]=[CH:41][C:40]3[C:35](=[CH:36][CH:37]=[C:38]([NH2:43])[CH:39]=3)[N:34]=2)[C:31]2[C:26](=[CH:27][CH:28]=[CH:29][CH:30]=2)[CH2:25][CH2:24]1. (8) Given the product [CH:19]1([CH2:18][C@H:12]([NH:11][C:9](=[O:10])[O:8][CH2:1][C:2]2[CH:7]=[CH:6][CH:5]=[CH:4][CH:3]=2)[CH:13]([OH:17])[C:14]([NH:23][CH3:24])=[O:15])[CH2:21][CH2:20]1, predict the reactants needed to synthesize it. The reactants are: [CH2:1]([O:8][C:9]([NH:11][C@@H:12]([CH2:18][CH:19]1[CH2:21][CH2:20]1)[CH:13]([OH:17])[C:14](O)=[O:15])=[O:10])[C:2]1[CH:7]=[CH:6][CH:5]=[CH:4][CH:3]=1.O[N:23]1C(=O)CC[C:24]1=O.C(Cl)CCl.CN. (9) The reactants are: [OH:1][CH2:2][CH2:3][O:4][C:5]1[C:10]([CH3:11])=[CH:9][C:8]([C:12]2[N:21]([C:22]3[CH:27]=[CH:26][C:25]([NH:28]C(=O)C)=[CH:24][CH:23]=3)[C:20](=[O:32])[C:19]3[C:14](=[CH:15][CH:16]=[CH:17][CH:18]=3)[N:13]=2)=[CH:7][C:6]=1[CH3:33]. Given the product [NH2:28][C:25]1[CH:26]=[CH:27][C:22]([N:21]2[C:20](=[O:32])[C:19]3[C:14](=[CH:15][CH:16]=[CH:17][CH:18]=3)[N:13]=[C:12]2[C:8]2[CH:7]=[C:6]([CH3:33])[C:5]([O:4][CH2:3][CH2:2][OH:1])=[C:10]([CH3:11])[CH:9]=2)=[CH:23][CH:24]=1, predict the reactants needed to synthesize it.